Dataset: Full USPTO retrosynthesis dataset with 1.9M reactions from patents (1976-2016). Task: Predict the reactants needed to synthesize the given product. Given the product [CH2:21]([N:28]1[CH2:2][CH:3]2[CH:5]([C:4]2([CH3:20])[C:11]2[CH:16]=[CH:15][CH:14]=[C:13]([N+:17]([O-:19])=[O:18])[CH:12]=2)[C:6]1=[O:8])[C:22]1[CH:27]=[CH:26][CH:25]=[CH:24][CH:23]=1, predict the reactants needed to synthesize it. The reactants are: Cl[CH2:2][CH:3]1[CH:5]([C:6]([O:8]CC)=O)[C:4]1([CH3:20])[C:11]1[CH:16]=[CH:15][CH:14]=[C:13]([N+:17]([O-:19])=[O:18])[CH:12]=1.[CH2:21]([NH2:28])[C:22]1[CH:27]=[CH:26][CH:25]=[CH:24][CH:23]=1.Cl.